From a dataset of Forward reaction prediction with 1.9M reactions from USPTO patents (1976-2016). Predict the product of the given reaction. (1) The product is: [CH3:16][C:15]([CH3:18])([CH3:17])[C:14](=[O:19])[CH:3]([OH:20])[C:4]([O:6][CH2:7][C:8]1[CH:13]=[CH:12][CH:11]=[CH:10][CH:9]=1)=[O:5]. Given the reactants [N+](=[C:3]([C:14](=[O:19])[C:15]([CH3:18])([CH3:17])[CH3:16])[C:4]([O:6][CH2:7][C:8]1[CH:13]=[CH:12][CH:11]=[CH:10][CH:9]=1)=[O:5])=[N-].[O:20]1CCCC1.O, predict the reaction product. (2) The product is: [Cl:1][C:2]1[C:3]([O:12][C:13]2[CH:18]=[C:17]([O:19][CH2:28][CH2:29][C:30]3([CH3:35])[O:34][CH2:33][CH2:32][O:31]3)[CH:16]=[CH:15][C:14]=2/[CH:20]=[CH:21]/[C:22]([O:24][CH2:25][CH3:26])=[O:23])=[N:4][CH:5]=[C:6]([C:8]([F:9])([F:11])[F:10])[CH:7]=1. Given the reactants [Cl:1][C:2]1[C:3]([O:12][C:13]2[CH:18]=[C:17]([OH:19])[CH:16]=[CH:15][C:14]=2/[CH:20]=[CH:21]/[C:22]([O:24][CH2:25][CH3:26])=[O:23])=[N:4][CH:5]=[C:6]([C:8]([F:11])([F:10])[F:9])[CH:7]=1.Br[CH2:28][CH2:29][C:30]1([CH3:35])[O:34][CH2:33][CH2:32][O:31]1.C(=O)([O-])[O-].[K+].[K+].[I-].[Na+], predict the reaction product. (3) Given the reactants [OH:1][CH2:2][C:3]1([CH2:7][OH:8])[CH2:6][CH2:5][CH2:4]1.Cl[C:10]1[N:11]=[N:12][C:13]([CH3:22])=[CH:14][C:15]=1[C:16]1[CH:21]=[CH:20][CH:19]=[CH:18][CH:17]=1, predict the reaction product. The product is: [CH3:22][C:13]1[N:12]=[N:11][C:10]([O:1][CH2:2][C:3]2([CH2:7][OH:8])[CH2:6][CH2:5][CH2:4]2)=[C:15]([C:16]2[CH:17]=[CH:18][CH:19]=[CH:20][CH:21]=2)[CH:14]=1. (4) Given the reactants Cl[C:2]1[N:7]=[C:6]([C:8]#[N:9])[CH:5]=[CH:4][CH:3]=1.[NH:10]1[CH:14]=[CH:13][CH:12]=[N:11]1.C(=O)([O-])[O-].[K+].[K+].C(OCC)(=O)C, predict the reaction product. The product is: [N:10]1([C:2]2[N:7]=[C:6]([C:8]#[N:9])[CH:5]=[CH:4][CH:3]=2)[CH:14]=[CH:13][CH:12]=[N:11]1.